This data is from Reaction yield outcomes from USPTO patents with 853,638 reactions. The task is: Predict the reaction yield, written as a fraction of the theoretical maximum amount of product (1.0 means a 100% yield; for example, 0.34 means a 34% yield). (1) The reactants are Cl[C:2]([O:4][CH3:5])=[O:3].[CH2:6]1[C:12]2[CH:13]=[CH:14][CH:15]=[CH:16][C:11]=2[CH2:10][CH2:9][NH:8][CH2:7]1.C(=O)(O)[O-].[Na+].[N+:22]([O-])([O-:24])=[O:23].[NH4+]. The catalyst is C1COCC1.O.S(=O)(=O)(O)O. The product is [N+:22]([C:14]1[CH:15]=[CH:16][C:11]2[CH2:10][CH2:9][N:8]([C:2]([O:4][CH3:5])=[O:3])[CH2:7][CH2:6][C:12]=2[CH:13]=1)([O-:24])=[O:23]. The yield is 0.660. (2) The reactants are Br[C:2]1[CH:3]=[C:4]2[C:8](=[CH:9][CH:10]=1)[N:7](C(OC(C)(C)C)=O)[CH:6]=[CH:5]2.C([O-])([O-])=O.[Cs+].[Cs+].[NH:24]1[CH2:31][CH2:30][CH2:29][C@H:25]1C(O)=O.N1CCCC1. The catalyst is [Cu]I.CS(C)=O. The product is [N:24]1([C:2]2[CH:3]=[C:4]3[C:8](=[CH:9][CH:10]=2)[NH:7][CH:6]=[CH:5]3)[CH2:31][CH2:30][CH2:29][CH2:25]1. The yield is 0.800. (3) The reactants are [CH:1]([C:4]1[S:5][CH:6]=[C:7]([C:9](OCC)=[O:10])[N:8]=1)([CH3:3])[CH3:2].[H-].C([Al+]CC(C)C)C(C)C.C(O)(=O)C.C(C(C(C([O-])=O)O)O)([O-])=O.[K+].[Na+]. The catalyst is ClCCl. The product is [CH:1]([C:4]1[S:5][CH:6]=[C:7]([CH2:9][OH:10])[N:8]=1)([CH3:3])[CH3:2]. The yield is 0.270.